Task: Regression. Given two drug SMILES strings and cell line genomic features, predict the synergy score measuring deviation from expected non-interaction effect.. Dataset: NCI-60 drug combinations with 297,098 pairs across 59 cell lines (1) Drug 1: C1=CC=C(C=C1)NC(=O)CCCCCCC(=O)NO. Cell line: OVCAR-4. Synergy scores: CSS=62.1, Synergy_ZIP=-3.19, Synergy_Bliss=-2.02, Synergy_Loewe=-14.4, Synergy_HSA=-1.69. Drug 2: C1=NC2=C(N1)C(=S)N=CN2. (2) Drug 1: CC1=CC2C(CCC3(C2CCC3(C(=O)C)OC(=O)C)C)C4(C1=CC(=O)CC4)C. Drug 2: CN(C(=O)NC(C=O)C(C(C(CO)O)O)O)N=O. Cell line: TK-10. Synergy scores: CSS=-2.58, Synergy_ZIP=1.26, Synergy_Bliss=-4.11, Synergy_Loewe=-7.89, Synergy_HSA=-8.53. (3) Drug 1: CC1=C(C(=O)C2=C(C1=O)N3CC4C(C3(C2COC(=O)N)OC)N4)N. Drug 2: CC1C(C(CC(O1)OC2CC(CC3=C2C(=C4C(=C3O)C(=O)C5=CC=CC=C5C4=O)O)(C(=O)C)O)N)O. Cell line: ACHN. Synergy scores: CSS=70.2, Synergy_ZIP=-3.35, Synergy_Bliss=-0.0968, Synergy_Loewe=2.32, Synergy_HSA=4.27. (4) Synergy scores: CSS=-2.74, Synergy_ZIP=1.77, Synergy_Bliss=-0.757, Synergy_Loewe=-2.67, Synergy_HSA=-3.37. Drug 2: CC=C1C(=O)NC(C(=O)OC2CC(=O)NC(C(=O)NC(CSSCCC=C2)C(=O)N1)C(C)C)C(C)C. Drug 1: CCC1(CC2CC(C3=C(CCN(C2)C1)C4=CC=CC=C4N3)(C5=C(C=C6C(=C5)C78CCN9C7C(C=CC9)(C(C(C8N6C)(C(=O)OC)O)OC(=O)C)CC)OC)C(=O)OC)O.OS(=O)(=O)O. Cell line: HCT-15. (5) Drug 1: CC1=CC=C(C=C1)C2=CC(=NN2C3=CC=C(C=C3)S(=O)(=O)N)C(F)(F)F. Drug 2: C1CN(CCN1C(=O)CCBr)C(=O)CCBr. Cell line: HS 578T. Synergy scores: CSS=7.32, Synergy_ZIP=-2.86, Synergy_Bliss=-2.03, Synergy_Loewe=-2.62, Synergy_HSA=-2.25. (6) Drug 1: COC1=NC(=NC2=C1N=CN2C3C(C(C(O3)CO)O)O)N. Drug 2: CC12CCC3C(C1CCC2O)C(CC4=C3C=CC(=C4)O)CCCCCCCCCS(=O)CCCC(C(F)(F)F)(F)F. Cell line: HL-60(TB). Synergy scores: CSS=68.1, Synergy_ZIP=2.47, Synergy_Bliss=5.28, Synergy_Loewe=-6.84, Synergy_HSA=3.07.